Dataset: Forward reaction prediction with 1.9M reactions from USPTO patents (1976-2016). Task: Predict the product of the given reaction. (1) Given the reactants [I:1][C:2]1[CH:7]=[CH:6][C:5]([CH:8]([CH2:11][CH:12]=O)[C:9]#[N:10])=[CH:4][CH:3]=1.[CH3:14][NH:15][CH3:16].[BH-](OC(C)=O)(OC(C)=O)OC(C)=O.[Na+], predict the reaction product. The product is: [CH3:14][N:15]([CH3:16])[CH2:12][CH2:11][CH:8]([C:5]1[CH:6]=[CH:7][C:2]([I:1])=[CH:3][CH:4]=1)[C:9]#[N:10]. (2) Given the reactants [OH:1][C:2]1[CH:7]=[CH:6][C:5]([C@@H:8]2[O:21][C:20]3[C:11](=[CH:12][C:13]4[CH2:14][C@@H:15]([C:31](O)=[O:32])[N:16]([C@@H:22]([C:25]5[CH:30]=[CH:29][CH:28]=[CH:27][CH:26]=5)[CH2:23][CH3:24])[CH2:17][C:18]=4[CH:19]=3)[N:10]([CH3:34])[C:9]2=[O:35])=[CH:4][CH:3]=1.Cl.[CH3:37][O:38][C:39](=[O:57])[C@@H:40]([NH2:56])[CH2:41][C:42]1[CH:47]=[CH:46][C:45]([C:48]2[CH:53]=[CH:52][C:51]([C:54]#[N:55])=[CH:50][CH:49]=2)=[CH:44][CH:43]=1, predict the reaction product. The product is: [CH3:37][O:38][C:39](=[O:57])[C@@H:40]([NH:56][C:31]([C@@H:15]1[CH2:14][C:13]2[CH:12]=[C:11]3[C:20]([O:21][C@@H:8]([C:5]4[CH:6]=[CH:7][C:2]([OH:1])=[CH:3][CH:4]=4)[C:9](=[O:35])[N:10]3[CH3:34])=[CH:19][C:18]=2[CH2:17][N:16]1[C@@H:22]([C:25]1[CH:30]=[CH:29][CH:28]=[CH:27][CH:26]=1)[CH2:23][CH3:24])=[O:32])[CH2:41][C:42]1[CH:47]=[CH:46][C:45]([C:48]2[CH:53]=[CH:52][C:51]([C:54]#[N:55])=[CH:50][CH:49]=2)=[CH:44][CH:43]=1. (3) Given the reactants [CH3:1][NH:2][CH2:3][C:4]1[C:12]2[O:11][N:10]=[C:9]([CH2:13][CH2:14][CH:15]3[CH2:20][CH2:19][N:18]([C:21]4[N:26]=[CH:25][CH:24]=[CH:23][N:22]=4)[CH2:17][CH2:16]3)[C:8]=2[CH:7]=[CH:6][C:5]=1[O:27][CH2:28][CH:29]1[CH2:31][CH2:30]1.[C:32]([OH:39])(=[O:38])/[CH:33]=[CH:34]/[C:35]([OH:37])=[O:36], predict the reaction product. The product is: [C:32]([OH:39])(=[O:38])/[CH:33]=[CH:34]/[C:35]([OH:37])=[O:36].[CH3:1][NH:2][CH2:3][C:4]1[C:12]2[O:11][N:10]=[C:9]([CH2:13][CH2:14][CH:15]3[CH2:16][CH2:17][N:18]([C:21]4[N:22]=[CH:23][CH:24]=[CH:25][N:26]=4)[CH2:19][CH2:20]3)[C:8]=2[CH:7]=[CH:6][C:5]=1[O:27][CH2:28][CH:29]1[CH2:31][CH2:30]1. (4) Given the reactants [Cl:1][C:2]1[N:7]=[C:6](Cl)[C:5]([N+:9]([O-:11])=[O:10])=[CH:4][N:3]=1.[CH3:12][O:13][C:14]1[CH:19]=[CH:18][C:17]([NH2:20])=[CH:16][CH:15]=1, predict the reaction product. The product is: [Cl:1][C:2]1[N:7]=[C:6]([NH:20][C:17]2[CH:18]=[CH:19][C:14]([O:13][CH3:12])=[CH:15][CH:16]=2)[C:5]([N+:9]([O-:11])=[O:10])=[CH:4][N:3]=1.